From a dataset of Catalyst prediction with 721,799 reactions and 888 catalyst types from USPTO. Predict which catalyst facilitates the given reaction. (1) Reactant: Cl[CH2:2][CH2:3][CH2:4][O:5][CH:4]1[CH2:3][CH2:2]CC[O:5]1.C(=O)([O-])[O-].[K+].[K+].[I-].[K+].[OH:20][C:21]1[CH:26]=[CH:25][C:24]([C:27]2[CH:32]=[CH:31][C:30]([C:33]#[N:34])=[CH:29][CH:28]=2)=[CH:23][CH:22]=1. Product: [OH:5][CH2:4][CH2:3][CH2:2][O:20][C:21]1[CH:22]=[CH:23][C:24]([C:27]2[CH:32]=[CH:31][C:30]([C:33]#[N:34])=[CH:29][CH:28]=2)=[CH:25][CH:26]=1. The catalyst class is: 136. (2) Reactant: [Cl:1][C:2]1[C:3]([C:13]#[N:14])=[C:4]([N:8]2[CH:12]=[CH:11][CH:10]=[CH:9]2)[CH:5]=[CH:6][CH:7]=1.[H-].[Al+3].[Li+].[H-].[H-].[H-]. Product: [NH2:14][CH2:13][C:3]1[C:2]([Cl:1])=[CH:7][CH:6]=[CH:5][C:4]=1[N:8]1[CH:12]=[CH:11][CH:10]=[CH:9]1. The catalyst class is: 27. (3) The catalyst class is: 1. Product: [F:45][C:42]1[CH:43]=[CH:44][C:39]([N:36]2[CH2:37][CH2:38][N:33]3[N:32]=[C:31]([CH2:30][O:29][C:28]4[CH:48]=[CH:49][C:25]([OH:24])=[CH:26][CH:27]=4)[CH:47]=[C:34]3[C:35]2=[O:46])=[N:40][CH:41]=1. Reactant: CCCC[N+](CCCC)(CCCC)CCCC.[F-].C([Si](C)(C)[O:24][C:25]1[CH:49]=[CH:48][C:28]([O:29][CH2:30][C:31]2[CH:47]=[C:34]3[C:35](=[O:46])[N:36]([C:39]4[CH:44]=[CH:43][C:42]([F:45])=[CH:41][N:40]=4)[CH2:37][CH2:38][N:33]3[N:32]=2)=[CH:27][CH:26]=1)(C)(C)C.O. (4) Reactant: [C:1]12[C:7](=[CH:8][CH:9]=[CH:10][CH:11]=1)[NH:6]C(=O)O[C:2]2=[O:3].[CH3:13][NH2:14].O1CCCC1. Product: [NH2:6][C:7]1[CH:8]=[CH:9][CH:10]=[CH:11][C:1]=1[C:2]([NH:14][CH3:13])=[O:3]. The catalyst class is: 6. (5) Reactant: BrC(CBr)C(OC)=O.C(N(CC)CC)C.[C:16]1([C@@H:22]([N@:24]2[CH2:26][CH:25]2[C:27]([O:29][CH3:30])=[O:28])[CH3:23])[CH:21]=[CH:20][CH:19]=[CH:18][CH:17]=1. Product: [NH:24]1[CH2:26][CH:25]1[C:27]([O-:29])=[O:28].[C:16]1([C@@H:22]([N@:24]2[CH2:26][CH:25]2[C:27]([O:29][CH3:30])=[O:28])[CH3:23])[CH:17]=[CH:18][CH:19]=[CH:20][CH:21]=1. The catalyst class is: 11. (6) Reactant: [H-].[Al+3].[Li+].[H-].[H-].[H-].[CH3:7][O:8][C:9]1[C:22]2[C:21]3[NH:20][CH2:19][CH2:18][CH2:17][C:16]=3[C:15](=[O:23])[N:14]([CH2:24][O:25][CH3:26])[C:13]=2[CH:12]=[C:11]([C:27](OCC)=[O:28])[CH:10]=1.[Cl-].[NH4+]. Product: [OH:28][CH2:27][C:11]1[CH:10]=[C:9]([O:8][CH3:7])[C:22]2[C:21]3[NH:20][CH2:19][CH2:18][CH2:17][C:16]=3[C:15](=[O:23])[N:14]([CH2:24][O:25][CH3:26])[C:13]=2[CH:12]=1. The catalyst class is: 7.